Dataset: Catalyst prediction with 721,799 reactions and 888 catalyst types from USPTO. Task: Predict which catalyst facilitates the given reaction. (1) Reactant: [CH2:1](Br)[C:2]1[CH:7]=[CH:6][CH:5]=[CH:4][CH:3]=1.Cl.[N:10]1([CH2:15][C:16]([N:18]2[CH2:22][C@H:21]([CH2:23][NH2:24])[CH2:20][C@H:19]2[C:25]([NH:27][C:28]2[CH:33]=[CH:32][C:31]([O:34][C:35]3[CH:40]=[CH:39][C:38]([F:41])=[CH:37][CH:36]=3)=[CH:30][CH:29]=2)=[O:26])=[O:17])[CH:14]=[N:13][CH:12]=[N:11]1.CN(C=O)C.C([O-])([O-])=O.[K+].[K+]. Product: [N:10]1([CH2:15][C:16]([N:18]2[CH2:22][C@H:21]([CH2:23][NH:24][CH2:1][C:2]3[CH:7]=[CH:6][CH:5]=[CH:4][CH:3]=3)[CH2:20][C@H:19]2[C:25]([NH:27][C:28]2[CH:33]=[CH:32][C:31]([O:34][C:35]3[CH:36]=[CH:37][C:38]([F:41])=[CH:39][CH:40]=3)=[CH:30][CH:29]=2)=[O:26])=[O:17])[CH:14]=[N:13][CH:12]=[N:11]1. The catalyst class is: 33. (2) The catalyst class is: 4. Product: [O:26]=[C:17]1[CH:18]=[N:19][C:20]2[C:25](=[CH:24][CH:23]=[CH:22][CH:21]=2)[N:16]1[CH2:15][CH2:14][N:11]1[CH2:12][CH2:13][CH:8]([NH:7][CH2:27][C:28]([NH:29][C:30]2[CH:35]=[CH:34][CH:33]=[CH:32][N:31]=2)=[O:36])[CH2:9][CH2:10]1. Reactant: C(OC(=O)[N:7]([CH2:27][C:28](=[O:36])[NH:29][C:30]1[CH:35]=[CH:34][CH:33]=[CH:32][N:31]=1)[CH:8]1[CH2:13][CH2:12][N:11]([CH2:14][CH2:15][N:16]2[C:25]3[C:20](=[CH:21][CH:22]=[CH:23][CH:24]=3)[N:19]=[CH:18][C:17]2=[O:26])[CH2:10][CH2:9]1)(C)(C)C.FC(F)(F)C(O)=O. (3) Reactant: C[Si]([N-][Si](C)(C)C)(C)C.[Na+].[CH:11]1([OH:15])[CH2:14][CH2:13][CH2:12]1.[Cl:16][C:17]1[N:22]=[C:21](Cl)[C:20]([C:24]([NH:26][CH:27]2[CH:34]3[CH2:35][CH:30]4[CH2:31][C:32]([OH:37])([CH2:36][CH:28]2[CH2:29]4)[CH2:33]3)=[O:25])=[CH:19][N:18]=1. Product: [Cl:16][C:17]1[N:18]=[C:19]([O:15][CH:11]2[CH2:14][CH2:13][CH2:12]2)[C:20]([C:24]([NH:26][CH:27]2[CH:34]3[CH2:35][CH:30]4[CH2:31][C:32]([OH:37])([CH2:36][CH:28]2[CH2:29]4)[CH2:33]3)=[O:25])=[CH:21][N:22]=1. The catalyst class is: 49. (4) Reactant: [CH3:1][C:2]([Si:5]([C:29]1[CH:34]=[CH:33][CH:32]=[CH:31][CH:30]=1)([C:23]1[CH:28]=[CH:27][CH:26]=[CH:25][CH:24]=1)[O:6][CH2:7][CH2:8][C@@H:9]1[CH2:15][C@@H:14]2[C@@H:12]([CH2:13]2)[CH2:11][N:10]1C(OC(C)(C)C)=O)([CH3:4])[CH3:3].C(O)(C(F)(F)F)=O. Product: [CH3:4][C:2]([Si:5]([C:29]1[CH:34]=[CH:33][CH:32]=[CH:31][CH:30]=1)([C:23]1[CH:24]=[CH:25][CH:26]=[CH:27][CH:28]=1)[O:6][CH2:7][CH2:8][C@@H:9]1[CH2:15][C@@H:14]2[C@@H:12]([CH2:13]2)[CH2:11][NH:10]1)([CH3:1])[CH3:3]. The catalyst class is: 2. (5) Reactant: F[P-](F)(F)(F)(F)F.N1(OC(N(C)C)=[N+](C)C)C2N=CC=CC=2N=N1.[C:25]([O:29][C:30]([NH:32][C:33]1([C:48]([OH:50])=O)[CH2:38][CH2:37][N:36]([C:39]2[C:40]3[CH:47]=[CH:46][NH:45][C:41]=3[N:42]=[CH:43][N:44]=2)[CH2:35][CH2:34]1)=[O:31])([CH3:28])([CH3:27])[CH3:26].[Cl:51][C:52]1[CH:57]=[CH:56][C:55]([CH:58]([NH2:84])[CH2:59][C:60]2[N:61]([C:65]([C:78]3[CH:83]=[CH:82][CH:81]=[CH:80][CH:79]=3)([C:72]3[CH:77]=[CH:76][CH:75]=[CH:74][CH:73]=3)[C:66]3[CH:71]=[CH:70][CH:69]=[CH:68][CH:67]=3)[CH:62]=[CH:63][N:64]=2)=[CH:54][CH:53]=1.C(N(C(C)C)C(C)C)C. Product: [Cl:51][C:52]1[CH:57]=[CH:56][C:55]([CH:58]([NH:84][C:48]([C:33]2([NH:32][C:30](=[O:31])[O:29][C:25]([CH3:26])([CH3:28])[CH3:27])[CH2:38][CH2:37][N:36]([C:39]3[C:40]4[CH:47]=[CH:46][NH:45][C:41]=4[N:42]=[CH:43][N:44]=3)[CH2:35][CH2:34]2)=[O:50])[CH2:59][C:60]2[N:61]([C:65]([C:78]3[CH:79]=[CH:80][CH:81]=[CH:82][CH:83]=3)([C:72]3[CH:73]=[CH:74][CH:75]=[CH:76][CH:77]=3)[C:66]3[CH:71]=[CH:70][CH:69]=[CH:68][CH:67]=3)[CH:62]=[CH:63][N:64]=2)=[CH:54][CH:53]=1. The catalyst class is: 3. (6) Reactant: [CH2:1]([NH:3][C:4]([C:6]1[CH:11]=[CH:10][C:9]([N:12]2[CH:16]=[C:15]([C:17]([O:19][CH2:20][CH3:21])=[O:18])[N:14]=[N:13]2)=[C:8]([OH:22])[CH:7]=1)=[O:5])[CH3:2].Br[CH2:24][CH2:25][CH2:26][C:27]1[CH:32]=[CH:31][CH:30]=[CH:29][CH:28]=1.C(=O)([O-])[O-].[K+].[K+].O. Product: [CH2:1]([NH:3][C:4]([C:6]1[CH:11]=[CH:10][C:9]([N:12]2[CH:16]=[C:15]([C:17]([O:19][CH2:20][CH3:21])=[O:18])[N:14]=[N:13]2)=[C:8]([O:22][CH2:24][CH2:25][CH2:26][C:27]2[CH:32]=[CH:31][CH:30]=[CH:29][CH:28]=2)[CH:7]=1)=[O:5])[CH3:2]. The catalyst class is: 3. (7) Reactant: [F:1][C:2]1[CH:3]=[CH:4][C:5]([O:32][CH3:33])=[C:6]([C:8]2[CH:13]=[CH:12][N:11]=[C:10]3[N:14]([S:23]([C:26]4[CH:31]=[CH:30][CH:29]=[CH:28][CH:27]=4)(=[O:25])=[O:24])[C:15]([C:17]4[CH2:18][CH2:19][NH:20][CH2:21][CH:22]=4)=[CH:16][C:9]=23)[CH:7]=1.C(N(C(C)C)C(C)C)C.[CH3:43][S:44](Cl)(=[O:46])=[O:45]. Product: [F:1][C:2]1[CH:3]=[CH:4][C:5]([O:32][CH3:33])=[C:6]([C:8]2[CH:13]=[CH:12][N:11]=[C:10]3[N:14]([S:23]([C:26]4[CH:27]=[CH:28][CH:29]=[CH:30][CH:31]=4)(=[O:25])=[O:24])[C:15]([C:17]4[CH2:18][CH2:19][N:20]([S:44]([CH3:43])(=[O:46])=[O:45])[CH2:21][CH:22]=4)=[CH:16][C:9]=23)[CH:7]=1. The catalyst class is: 7. (8) Reactant: [NH:1]([C:15]([O:17][C:18]([CH3:21])([CH3:20])[CH3:19])=[O:16])[C@H:2]([C:11]([O:13][CH3:14])=[O:12])[CH2:3][C:4]1[CH:9]=[CH:8][C:7]([OH:10])=[CH:6][CH:5]=1.CN1CCOCC1.[S:29](O[S:29]([C:32]([F:35])([F:34])[F:33])(=[O:31])=[O:30])([C:32]([F:35])([F:34])[F:33])(=[O:31])=[O:30]. Product: [C:18]([O:17][C:15]([NH:1][C@@H:2]([CH2:3][C:4]1[CH:5]=[CH:6][C:7]([O:10][S:29]([C:32]([F:35])([F:34])[F:33])(=[O:31])=[O:30])=[CH:8][CH:9]=1)[C:11]([O:13][CH3:14])=[O:12])=[O:16])([CH3:21])([CH3:20])[CH3:19]. The catalyst class is: 4.